This data is from Forward reaction prediction with 1.9M reactions from USPTO patents (1976-2016). The task is: Predict the product of the given reaction. (1) Given the reactants [CH2:1]([O:8][C:9]1[C:10]2[N:11]([C:16]([C:20]([O:22][CH2:23][CH3:24])=[O:21])=[C:17]([CH3:19])[N:18]=2)[CH:12]=[C:13](Br)[CH:14]=1)[C:2]1[CH:7]=[CH:6][CH:5]=[CH:4][CH:3]=1.[CH:25]([B-](F)(F)F)=[CH2:26].[K+].C(N(CC)CC)C.C(OCC)(=O)C, predict the reaction product. The product is: [CH2:1]([O:8][C:9]1[C:10]2[N:11]([C:16]([C:20]([O:22][CH2:23][CH3:24])=[O:21])=[C:17]([CH3:19])[N:18]=2)[CH:12]=[C:13]([CH:25]=[CH2:26])[CH:14]=1)[C:2]1[CH:7]=[CH:6][CH:5]=[CH:4][CH:3]=1. (2) Given the reactants [CH3:1][C:2]1[CH:11]=[C:10]([N+:12]([O-:14])=[O:13])[CH:9]=[CH:8][C:3]=1[C:4]([O:6][CH3:7])=[O:5].[Br:15]N1C(=O)CCC1=O, predict the reaction product. The product is: [Br:15][CH2:1][C:2]1[CH:11]=[C:10]([N+:12]([O-:14])=[O:13])[CH:9]=[CH:8][C:3]=1[C:4]([O:6][CH3:7])=[O:5].